From a dataset of NCI-60 drug combinations with 297,098 pairs across 59 cell lines. Regression. Given two drug SMILES strings and cell line genomic features, predict the synergy score measuring deviation from expected non-interaction effect. Drug 1: C1=NC(=NC(=O)N1C2C(C(C(O2)CO)O)O)N. Drug 2: CC1CCCC2(C(O2)CC(NC(=O)CC(C(C(=O)C(C1O)C)(C)C)O)C(=CC3=CSC(=N3)C)C)C. Cell line: A498. Synergy scores: CSS=41.8, Synergy_ZIP=0.177, Synergy_Bliss=0.182, Synergy_Loewe=-8.09, Synergy_HSA=1.88.